From a dataset of Catalyst prediction with 721,799 reactions and 888 catalyst types from USPTO. Predict which catalyst facilitates the given reaction. (1) Reactant: [C:1]([O:5][C:6]([NH:8][C@@H:9]1[CH2:13][CH2:12][C@:11]([CH:17]([CH3:19])[CH3:18])([C:14]([OH:16])=O)[CH2:10]1)=[O:7])([CH3:4])([CH3:3])[CH3:2].Cl.[F:21][C:22]([F:37])([F:36])[C:23]1[CH:28]=[CH:27][CH:26]=[CH:25][C:24]=1[C:29]1([OH:35])[CH2:34][CH2:33][NH:32][CH2:31][CH2:30]1.C(N(CC)CC)C.F[P-](F)(F)(F)(F)F.N1(O[P+](N2CCCC2)(N2CCCC2)N2CCCC2)C2C=CC=CC=2N=N1. Product: [OH:35][C:29]1([C:24]2[CH:25]=[CH:26][CH:27]=[CH:28][C:23]=2[C:22]([F:37])([F:21])[F:36])[CH2:34][CH2:33][N:32]([C:14]([C@@:11]2([CH:17]([CH3:19])[CH3:18])[CH2:12][CH2:13][C@@H:9]([NH:8][C:6](=[O:7])[O:5][C:1]([CH3:2])([CH3:3])[CH3:4])[CH2:10]2)=[O:16])[CH2:31][CH2:30]1. The catalyst class is: 2. (2) Reactant: C1(CO[C:9]2[CH:10]=[CH:11][C:12](C(=O)CCl)=[C:13]3[C:18]=2[NH:17][C:16](=[O:19])[CH:15]=[CH:14]3)C=CC=CC=1.CB1N2CCC[C@@H]2C(C2C=CC=CC=2)(C2C=CC=CC=2)O1. Product: [NH:17]1[C:18]2[C:13](=[CH:12][CH:11]=[CH:10][CH:9]=2)[CH:14]=[CH:15][C:16]1=[O:19]. The catalyst class is: 247. (3) Product: [CH2:1]([O:5][C:6](=[O:7])[NH:8][C@H:9]([CH2:27][C:28]1[CH:29]=[CH:30][CH:31]=[CH:32][CH:33]=1)[CH2:10][NH:11][C:12](=[O:26])[C@@H:13]([CH3:14])[NH2:15])[C:4]1[CH:29]=[CH:28][CH:27]=[CH:9][CH:10]=1. The catalyst class is: 12. Reactant: [C:1]([O:5][C:6]([NH:8][C@H:9]([CH2:27][C:28]1[CH:33]=[CH:32][CH:31]=[CH:30][CH:29]=1)[CH2:10][NH:11][C:12](=[O:26])[C@H:13]([NH:15]C(=O)OCC1C=CC=CC=1)[CH3:14])=[O:7])([CH3:4])(C)C.Cl.